Dataset: Full USPTO retrosynthesis dataset with 1.9M reactions from patents (1976-2016). Task: Predict the reactants needed to synthesize the given product. (1) The reactants are: [C:1]([C:9]1[CH:37]=[CH:36][C:12]2[N:13]([CH2:17][CH2:18][O:19][C:20]3[CH:35]=[CH:34][C:23]([CH2:24][CH:25]([C:30]([O:32][CH3:33])=[O:31])[C:26]([O:28][CH3:29])=[O:27])=[CH:22][CH:21]=3)[C:14](=[O:16])[S:15][C:11]=2[CH:10]=1)(=O)[C:2]1[CH:7]=[CH:6][CH:5]=[CH:4][CH:3]=1.[CH3:38][O:39][NH2:40].N1C=CC=CC=1. Given the product [CH3:38][O:39][N:40]=[C:1]([C:2]1[CH:3]=[CH:4][CH:5]=[CH:6][CH:7]=1)[C:9]1[CH:37]=[CH:36][C:12]2[N:13]([CH2:17][CH2:18][O:19][C:20]3[CH:21]=[CH:22][C:23]([CH2:24][CH:25]([C:30]([O:32][CH3:33])=[O:31])[C:26]([O:28][CH3:29])=[O:27])=[CH:34][CH:35]=3)[C:14](=[O:16])[S:15][C:11]=2[CH:10]=1, predict the reactants needed to synthesize it. (2) Given the product [C:49]([O:28][C:25]1[CH:24]=[CH:23][C:22]([CH2:21][C@@H:20]2[N:15]3[CH:16]([N:11]([C:9](=[O:10])[NH:8][CH2:1][C:2]4[CH:3]=[CH:4][CH:5]=[CH:6][CH:7]=4)[N:12]([CH3:43])[CH2:13][C:14]3=[O:42])[C@H:17]([CH3:41])[N:18]([CH2:30][C:31]3[CH:32]=[CH:33][CH:34]=[C:35]4[C:40]=3[N:39]=[CH:38][CH:37]=[CH:36]4)[C:19]2=[O:29])=[CH:27][CH:26]=1)(=[O:65])[CH2:50][CH2:51][CH2:52][CH2:53][CH2:54][CH2:55][CH2:56][CH2:57][CH2:58][CH2:59][CH2:60][CH2:61][CH2:62][CH2:63][CH3:64], predict the reactants needed to synthesize it. The reactants are: [CH2:1]([NH:8][C:9]([N:11]1[CH:16]2[C@H:17]([CH3:41])[N:18]([CH2:30][C:31]3[CH:32]=[CH:33][CH:34]=[C:35]4[C:40]=3[N:39]=[CH:38][CH:37]=[CH:36]4)[C:19](=[O:29])[C@H:20]([CH2:21][C:22]3[CH:27]=[CH:26][C:25]([OH:28])=[CH:24][CH:23]=3)[N:15]2[C:14](=[O:42])[CH2:13][N:12]1[CH3:43])=[O:10])[C:2]1[CH:7]=[CH:6][CH:5]=[CH:4][CH:3]=1.C1COCC1.[C:49](Cl)(=[O:65])[CH2:50][CH2:51][CH2:52][CH2:53][CH2:54][CH2:55][CH2:56][CH2:57][CH2:58][CH2:59][CH2:60][CH2:61][CH2:62][CH2:63][CH3:64].C(N(CC)CC)C. (3) Given the product [N:1]1([CH2:6][C@@H:7]2[CH2:11][CH2:10][C@H:9]([N:12]([CH2:20][C:21]([N:39]3[CH2:40][C@@H:36]([F:35])[CH2:37][C@H:38]3[C:41]#[N:42])=[O:22])[C:13]([O:15][C:16]([CH3:17])([CH3:19])[CH3:18])=[O:14])[CH2:8]2)[CH:5]=[N:4][CH:3]=[N:2]1, predict the reactants needed to synthesize it. The reactants are: [N:1]1([CH2:6][C@@H:7]2[CH2:11][CH2:10][C@H:9]([N:12]([CH2:20][C:21](O)=[O:22])[C:13]([O:15][C:16]([CH3:19])([CH3:18])[CH3:17])=[O:14])[CH2:8]2)[CH:5]=[N:4][CH:3]=[N:2]1.C1(C)C=CC(S(O)(=O)=O)=CC=1.[F:35][C@@H:36]1[CH2:40][NH:39][C@H:38]([C:41]#[N:42])[CH2:37]1. (4) Given the product [CH:22]1([CH:20]([CH3:21])[CH2:19][CH2:13][C:11]#[N:12])[CH2:27][CH2:26][CH2:25][CH2:24][CH2:23]1, predict the reactants needed to synthesize it. The reactants are: C1(C(C)C=O)CCCCC1.[C:11]([C:13](=[CH:19][CH:20]([CH:22]1[CH2:27][CH2:26][CH2:25][CH2:24][CH2:23]1)[CH3:21])C(OCC)=O)#[N:12].